Dataset: Full USPTO retrosynthesis dataset with 1.9M reactions from patents (1976-2016). Task: Predict the reactants needed to synthesize the given product. (1) Given the product [CH2:3]([C:10]1([OH:16])[CH2:11][C:12]([CH3:14])([CH3:15])[CH2:13][C:8]([CH2:6][CH3:7])([CH2:17][CH3:18])[CH2:9]1)[CH:2]=[CH2:1], predict the reactants needed to synthesize it. The reactants are: [CH2:1]([Mg]Br)[CH:2]=[CH2:3].[CH2:6]([C:8]1([CH2:17][CH3:18])[CH2:13][C:12]([CH3:15])([CH3:14])[CH2:11][C:10](=[O:16])[CH2:9]1)[CH3:7].[NH4+].[Cl-]. (2) Given the product [Br:30][C:26]1[CH:25]=[C:24]([C:21]2[CH:20]=[CH:19][C:18]([CH2:17][C@@H:16]([NH:31][C:41]([C:39]3[NH:38][N:37]=[N:36][CH:40]=3)=[O:42])[CH2:15][C@@H:14]([CH2:32][O:33][CH3:34])[C:13]([OH:12])=[O:35])=[CH:23][CH:22]=2)[CH:29]=[CH:28][CH:27]=1, predict the reactants needed to synthesize it. The reactants are: CCN(C(C)C)C(C)C.C([O:12][C:13](=[O:35])[C@H:14]([CH2:32][O:33][CH3:34])[CH2:15][C@H:16]([NH2:31])[CH2:17][C:18]1[CH:23]=[CH:22][C:21]([C:24]2[CH:29]=[CH:28][CH:27]=[C:26]([Br:30])[CH:25]=2)=[CH:20][CH:19]=1)C.[N:36]1[CH:40]=[C:39]([C:41](O)=[O:42])[NH:38][N:37]=1.CN(C(ON1N=NC2C=CC=NC1=2)=[N+](C)C)C.F[P-](F)(F)(F)(F)F.[Li+].[OH-]. (3) The reactants are: [C:1]([CH:4]=[CH:5][C:6]([OH:8])=[O:7])(=[O:3])[CH3:2].[CH2:9]=[CH:10][C:11](=[CH2:13])[CH3:12].C(O)(=O)C=C. Given the product [C:1]([CH:4]1[CH:5]([C:6]([OH:8])=[O:7])[CH2:12][C:11]([CH3:13])=[CH:10][CH2:9]1)(=[O:3])[CH3:2], predict the reactants needed to synthesize it.